Dataset: Full USPTO retrosynthesis dataset with 1.9M reactions from patents (1976-2016). Task: Predict the reactants needed to synthesize the given product. (1) The reactants are: C1N=CN([C:6](N2C=NC=C2)=[O:7])C=1.[NH2:13][C:14]1[C:19]([NH2:20])=[CH:18][C:17]([C:21]2[C:22]([CH3:27])=[N:23][O:24][C:25]=2[CH3:26])=[CH:16][C:15]=1[C:28]([C:36]1[CH:41]=[CH:40][CH:39]=[CH:38][N:37]=1)([C:30]1[CH:35]=[CH:34][CH:33]=[CH:32][N:31]=1)[OH:29]. Given the product [CH3:27][C:22]1[C:21]([C:17]2[CH:16]=[C:15]([C:28]([OH:29])([C:30]3[CH:35]=[CH:34][CH:33]=[CH:32][N:31]=3)[C:36]3[CH:41]=[CH:40][CH:39]=[CH:38][N:37]=3)[C:14]3[NH:13][C:6](=[O:7])[NH:20][C:19]=3[CH:18]=2)=[C:25]([CH3:26])[O:24][N:23]=1, predict the reactants needed to synthesize it. (2) Given the product [N+:1]([C:4]1[CH:9]=[CH:8][N:7]=[C:6]([CH2:10][S@:11]([C:12]2[NH:13][C:14]3[CH:20]=[CH:19][CH:18]=[CH:17][C:15]=3[N:16]=2)=[O:27])[C:5]=1[CH3:21])([O-:3])=[O:2], predict the reactants needed to synthesize it. The reactants are: [N+:1]([C:4]1[CH:9]=[CH:8][N:7]=[C:6]([CH2:10][S:11][C:12]2[NH:16][C:15]3[CH:17]=[CH:18][CH:19]=[CH:20][C:14]=3[N:13]=2)[C:5]=1[CH3:21])([O-:3])=[O:2].C(C(C([O-])=O)(O)C(CC)(O)C([O-])=[O:27])C.C(N(C(C)C)CC)(C)C.[O-]O.C1(C(C)C)C=CC=CC=1. (3) Given the product [NH:1]([C:8]1[C:13]([Br:14])=[CH:12][N:11]=[C:10]([NH:16][C:17]2[CH:18]=[CH:19][C:20]([CH2:23][C:24]([OH:26])=[O:25])=[CH:21][CH:22]=2)[N:9]=1)[C:2]1[CH:7]=[CH:6][CH:5]=[CH:4][CH:3]=1, predict the reactants needed to synthesize it. The reactants are: [NH:1]([C:8]1[C:13]([Br:14])=[CH:12][N:11]=[C:10](Cl)[N:9]=1)[C:2]1[CH:7]=[CH:6][CH:5]=[CH:4][CH:3]=1.[NH2:16][C:17]1[CH:22]=[CH:21][C:20]([CH2:23][C:24]([OH:26])=[O:25])=[CH:19][CH:18]=1.Cl.[OH-].[Na+].